From a dataset of Reaction yield outcomes from USPTO patents with 853,638 reactions. Predict the reaction yield, written as a fraction of the theoretical maximum amount of product (1.0 means a 100% yield; for example, 0.34 means a 34% yield). (1) The reactants are Cl[C:2]1[C:23]([O:24][CH3:25])=[CH:22][C:5]([C:6]([NH:8][S:9]([C:12]2[CH:17]=[CH:16][CH:15]=[CH:14][C:13]=2[S:18](=[O:21])(=[O:20])[NH2:19])(=[O:11])=[O:10])=[O:7])=[CH:4][N:3]=1.[C:26]([CH:28]1[CH2:33][CH2:32][CH2:31][CH2:30][CH2:29]1)#[CH:27]. No catalyst specified. The product is [CH:28]1([C:26]#[C:27][C:2]2[C:23]([O:24][CH3:25])=[CH:22][C:5]([C:6]([NH:8][S:9]([C:12]3[CH:17]=[CH:16][CH:15]=[CH:14][C:13]=3[S:18](=[O:21])(=[O:20])[NH2:19])(=[O:11])=[O:10])=[O:7])=[CH:4][N:3]=2)[CH2:33][CH2:32][CH2:31][CH2:30][CH2:29]1. The yield is 0.110. (2) The reactants are [C:1]([O:5][C:6]([N:8]1[CH2:12][C@H:11]([OH:13])[CH2:10][C@H:9]1[C:14]([OH:16])=O)=[O:7])([CH3:4])([CH3:3])[CH3:2].C([N:19](CC)CC)C.ClC(OCC)=O.N.[Cl-].[NH4+]. The catalyst is O1CCCC1. The product is [C:14]([C@@H:9]1[CH2:10][C@@H:11]([OH:13])[CH2:12][N:8]1[C:6]([O:5][C:1]([CH3:4])([CH3:3])[CH3:2])=[O:7])(=[O:16])[NH2:19]. The yield is 0.860. (3) The reactants are [C:1](OC)(=[O:19])[CH2:2][CH2:3][CH2:4][CH2:5][CH2:6][CH2:7][CH2:8][CH2:9][CH2:10][CH2:11][CH2:12][CH2:13][CH2:14][C:15]([O:17][CH3:18])=[O:16].[H][H]. No catalyst specified. The product is [OH:19][CH2:1][CH2:2][CH2:3][CH2:4][CH2:5][CH2:6][CH2:7][CH2:8][CH2:9][CH2:10][CH2:11][CH2:12][CH2:13][CH2:14][C:15]([O:17][CH3:18])=[O:16]. The yield is 0.610. (4) The reactants are [OH-].[K+].[CH2:3]([O:6][C:7]1[C:16]([CH:17]([CH3:19])[CH3:18])=[CH:15][C:10]([C:11]([O:13]C)=[O:12])=[C:9]([OH:20])[CH:8]=1)[CH:4]=[CH2:5]. The catalyst is CO.O. The product is [CH2:3]([O:6][C:7]1[C:16]([CH:17]([CH3:18])[CH3:19])=[CH:15][C:10]([C:11]([OH:13])=[O:12])=[C:9]([OH:20])[CH:8]=1)[CH:4]=[CH2:5]. The yield is 0.960.